This data is from Forward reaction prediction with 1.9M reactions from USPTO patents (1976-2016). The task is: Predict the product of the given reaction. Given the reactants [NH2:1][C:2]1[CH:34]=[CH:33][C:5]([O:6][C:7]2[N:12]=[C:11]([CH3:13])[C:10]([CH2:14][N:15]3[CH2:20][CH2:19][CH:18]([N:21]4[C@H:25]([C:26]5[CH:31]=[CH:30][CH:29]=[CH:28][CH:27]=5)[CH2:24][O:23][C:22]4=[O:32])[CH2:17][CH2:16]3)=[CH:9][CH:8]=2)=[CH:4][CH:3]=1.CCN(CC)CC.[CH3:42][S:43](Cl)(=[O:45])=[O:44], predict the reaction product. The product is: [CH3:13][C:11]1[N:12]=[C:7]([O:6][C:5]2[CH:4]=[CH:3][C:2]([NH:1][S:43]([CH3:42])(=[O:45])=[O:44])=[CH:34][CH:33]=2)[CH:8]=[CH:9][C:10]=1[CH2:14][N:15]1[CH2:16][CH2:17][CH:18]([N:21]2[C@H:25]([C:26]3[CH:27]=[CH:28][CH:29]=[CH:30][CH:31]=3)[CH2:24][O:23][C:22]2=[O:32])[CH2:19][CH2:20]1.